Dataset: Catalyst prediction with 721,799 reactions and 888 catalyst types from USPTO. Task: Predict which catalyst facilitates the given reaction. (1) Reactant: [Cl:1][C:2]1[CH:3]=[C:4]([C@@H:8]([OH:35])[CH2:9][NH:10][CH2:11][CH2:12][C:13]2[CH:18]=[CH:17][C:16]([S:19]([C:22]3[CH:23]=[CH:24][C:25]([O:33][CH3:34])=[C:26]([CH:32]=3)[C:27]([O:29]CC)=[O:28])(=[O:21])=[O:20])=[CH:15][CH:14]=2)[CH:5]=[CH:6][CH:7]=1.[OH-].[Na+:37]. Product: [Cl:1][C:2]1[CH:3]=[C:4]([C@@H:8]([OH:35])[CH2:9][NH:10][CH2:11][CH2:12][C:13]2[CH:14]=[CH:15][C:16]([S:19]([C:22]3[CH:23]=[CH:24][C:25]([O:33][CH3:34])=[C:26]([CH:32]=3)[C:27]([O-:29])=[O:28])(=[O:20])=[O:21])=[CH:17][CH:18]=2)[CH:5]=[CH:6][CH:7]=1.[Na+:37]. The catalyst class is: 8. (2) Reactant: [F:1][C:2]1[CH:3]=[C:4]([CH:17]=[CH:18][C:19]=1[F:20])[CH2:5][O:6][CH2:7][CH2:8][CH2:9][CH2:10][CH2:11][CH2:12][CH2:13][C:14]([OH:16])=O.C(N(CC)C(C)C)(C)C.N1(OC(N(C)C)=[N+](C)C)C2N=CC=CC=2N=N1.F[P-](F)(F)(F)(F)F.Cl.Cl.[CH2:56]([O:63][C:64](=[O:72])[CH2:65][C@@H:66]([NH2:71])[CH2:67][N:68]([CH3:70])[CH3:69])[C:57]1[CH:62]=[CH:61][CH:60]=[CH:59][CH:58]=1. Product: [CH2:56]([O:63][C:64](=[O:72])[CH2:65][C@@H:66]([NH:71][C:14](=[O:16])[CH2:13][CH2:12][CH2:11][CH2:10][CH2:9][CH2:8][CH2:7][O:6][CH2:5][C:4]1[CH:17]=[CH:18][C:19]([F:20])=[C:2]([F:1])[CH:3]=1)[CH2:67][N:68]([CH3:69])[CH3:70])[C:57]1[CH:62]=[CH:61][CH:60]=[CH:59][CH:58]=1. The catalyst class is: 9.